Dataset: Peptide-MHC class II binding affinity with 134,281 pairs from IEDB. Task: Regression. Given a peptide amino acid sequence and an MHC pseudo amino acid sequence, predict their binding affinity value. This is MHC class II binding data. (1) The peptide sequence is VCGMFTNRSGSQQW. The MHC is HLA-DQA10103-DQB10603 with pseudo-sequence HLA-DQA10103-DQB10603. The binding affinity (normalized) is 0.319. (2) The MHC is DRB1_1302 with pseudo-sequence DRB1_1302. The binding affinity (normalized) is 0.561. The peptide sequence is NLALSIKYNKEGDSM.